From a dataset of Forward reaction prediction with 1.9M reactions from USPTO patents (1976-2016). Predict the product of the given reaction. Given the reactants [F:1][C:2]1[CH:9]=[CH:8][CH:7]=[CH:6][C:3]=1[CH:4]=O.Cl.[NH2:11][OH:12].[OH-].[Na+].Cl, predict the reaction product. The product is: [F:1][C:2]1[CH:9]=[CH:8][CH:7]=[CH:6][C:3]=1[CH:4]=[N:11][OH:12].